From a dataset of NCI-60 drug combinations with 297,098 pairs across 59 cell lines. Regression. Given two drug SMILES strings and cell line genomic features, predict the synergy score measuring deviation from expected non-interaction effect. (1) Synergy scores: CSS=2.54, Synergy_ZIP=-1.73, Synergy_Bliss=-2.40, Synergy_Loewe=-1.24, Synergy_HSA=-1.31. Drug 1: C1CC(=O)NC(=O)C1N2CC3=C(C2=O)C=CC=C3N. Cell line: HCT116. Drug 2: CC(C)(C#N)C1=CC(=CC(=C1)CN2C=NC=N2)C(C)(C)C#N. (2) Cell line: NCI-H522. Drug 1: CC1OCC2C(O1)C(C(C(O2)OC3C4COC(=O)C4C(C5=CC6=C(C=C35)OCO6)C7=CC(=C(C(=C7)OC)O)OC)O)O. Synergy scores: CSS=38.5, Synergy_ZIP=-2.80, Synergy_Bliss=0.520, Synergy_Loewe=3.69, Synergy_HSA=4.68. Drug 2: CC1C(C(CC(O1)OC2CC(CC3=C2C(=C4C(=C3O)C(=O)C5=C(C4=O)C(=CC=C5)OC)O)(C(=O)C)O)N)O.Cl. (3) Drug 1: C1=CC=C(C(=C1)C(C2=CC=C(C=C2)Cl)C(Cl)Cl)Cl. Drug 2: C1=NC2=C(N1)C(=S)N=CN2. Cell line: NCI/ADR-RES. Synergy scores: CSS=35.7, Synergy_ZIP=-2.48, Synergy_Bliss=-1.32, Synergy_Loewe=0.106, Synergy_HSA=2.50. (4) Drug 1: C1=CN(C(=O)N=C1N)C2C(C(C(O2)CO)O)O.Cl. Drug 2: CCC1(CC2CC(C3=C(CCN(C2)C1)C4=CC=CC=C4N3)(C5=C(C=C6C(=C5)C78CCN9C7C(C=CC9)(C(C(C8N6C=O)(C(=O)OC)O)OC(=O)C)CC)OC)C(=O)OC)O.OS(=O)(=O)O. Cell line: SF-539. Synergy scores: CSS=36.1, Synergy_ZIP=-8.36, Synergy_Bliss=1.61, Synergy_Loewe=3.26, Synergy_HSA=3.96. (5) Drug 1: CC1=C(C=C(C=C1)C(=O)NC2=CC(=CC(=C2)C(F)(F)F)N3C=C(N=C3)C)NC4=NC=CC(=N4)C5=CN=CC=C5. Drug 2: C1C(C(OC1N2C=NC(=NC2=O)N)CO)O. Cell line: SK-MEL-5. Synergy scores: CSS=3.00, Synergy_ZIP=-1.12, Synergy_Bliss=-3.37, Synergy_Loewe=-7.80, Synergy_HSA=-4.73. (6) Cell line: MCF7. Drug 1: CS(=O)(=O)OCCCCOS(=O)(=O)C. Drug 2: CC12CCC3C(C1CCC2OP(=O)(O)O)CCC4=C3C=CC(=C4)OC(=O)N(CCCl)CCCl.[Na+]. Synergy scores: CSS=-2.40, Synergy_ZIP=2.35, Synergy_Bliss=1.35, Synergy_Loewe=-12.0, Synergy_HSA=-6.75. (7) Drug 1: C1CCC(C1)C(CC#N)N2C=C(C=N2)C3=C4C=CNC4=NC=N3. Drug 2: CC1C(C(CC(O1)OC2CC(CC3=C2C(=C4C(=C3O)C(=O)C5=CC=CC=C5C4=O)O)(C(=O)C)O)N)O. Cell line: NCI-H522. Synergy scores: CSS=51.4, Synergy_ZIP=1.93, Synergy_Bliss=5.30, Synergy_Loewe=-14.1, Synergy_HSA=5.93.